The task is: Regression. Given a peptide amino acid sequence and an MHC pseudo amino acid sequence, predict their binding affinity value. This is MHC class I binding data.. This data is from Peptide-MHC class I binding affinity with 185,985 pairs from IEDB/IMGT. (1) The peptide sequence is EVVMAYVGIK. The MHC is HLA-A02:06 with pseudo-sequence HLA-A02:06. The binding affinity (normalized) is 0.111. (2) The peptide sequence is MFSVYDYGF. The MHC is HLA-A23:01 with pseudo-sequence HLA-A23:01. The binding affinity (normalized) is 0.898.